From a dataset of Reaction yield outcomes from USPTO patents with 853,638 reactions. Predict the reaction yield, written as a fraction of the theoretical maximum amount of product (1.0 means a 100% yield; for example, 0.34 means a 34% yield). The reactants are Br[C:2]1[CH:3]=[C:4]([CH2:8][N:9]2[C:17]3[C:12](=[CH:13][CH:14]=[CH:15][CH:16]=3)[C:11]([C:18]3[CH:23]=[CH:22][C:21]([C:24]([CH3:27])([CH3:26])[CH3:25])=[CH:20][CH:19]=3)=[C:10]2[C:28]([O:30]CC)=[O:29])[CH:5]=[CH:6][CH:7]=1.C([O-])([O-])=O.[Na+].[Na+].[CH3:39][S:40][C:41]1[CH:46]=[CH:45][C:44](B(O)O)=[CH:43][CH:42]=1. The catalyst is COCCOC.C1C=CC([P]([Pd]([P](C2C=CC=CC=2)(C2C=CC=CC=2)C2C=CC=CC=2)([P](C2C=CC=CC=2)(C2C=CC=CC=2)C2C=CC=CC=2)[P](C2C=CC=CC=2)(C2C=CC=CC=2)C2C=CC=CC=2)(C2C=CC=CC=2)C2C=CC=CC=2)=CC=1. The product is [CH3:27][C:24]([C:21]1[CH:20]=[CH:19][C:18]([C:11]2[C:12]3[C:17](=[CH:16][CH:15]=[CH:14][CH:13]=3)[N:9]([CH2:8][C:4]3[CH:3]=[C:2]([C:44]4[CH:45]=[CH:46][C:41]([S:40][CH3:39])=[CH:42][CH:43]=4)[CH:7]=[CH:6][CH:5]=3)[C:10]=2[C:28]([OH:30])=[O:29])=[CH:23][CH:22]=1)([CH3:25])[CH3:26]. The yield is 0.350.